Dataset: Catalyst prediction with 721,799 reactions and 888 catalyst types from USPTO. Task: Predict which catalyst facilitates the given reaction. (1) Reactant: [CH2:1]([O:3][C:4]1[CH:5]=[C:6]([CH:11]=[CH:12][C:13]=1[N+:14]([O-])=O)[C:7]([O:9][CH3:10])=[O:8])[CH3:2]. Product: [NH2:14][C:13]1[CH:12]=[CH:11][C:6]([C:7]([O:9][CH3:10])=[O:8])=[CH:5][C:4]=1[O:3][CH2:1][CH3:2]. The catalyst class is: 403. (2) Reactant: [F:1][C:2]1[CH:3]=[C:4]([C@H:9]2[CH2:14][C@@H:13](OS(C)(=O)=O)[CH2:12][CH2:11][N:10]2[C:20]([O:22][C:23]([CH3:26])([CH3:25])[CH3:24])=[O:21])[CH:5]=[CH:6][C:7]=1[F:8].[C-:27]#[N:28].[K+]. Product: [C:27]([C@@H:13]1[CH2:12][CH2:11][N:10]([C:20]([O:22][C:23]([CH3:26])([CH3:25])[CH3:24])=[O:21])[C@@H:9]([C:4]2[CH:5]=[CH:6][C:7]([F:8])=[C:2]([F:1])[CH:3]=2)[CH2:14]1)#[N:28]. The catalyst class is: 42. (3) Reactant: [Si]([O:8][CH2:9][CH2:10][CH2:11][CH2:12][CH2:13][CH2:14][CH2:15][CH2:16][CH2:17][CH2:18][CH2:19][CH2:20][C:21]1[CH:22]=[N:23][CH:24]=[CH:25][CH:26]=1)(C(C)(C)C)(C)C.[F-].C([N+](CCCC)(CCCC)CCCC)CCC. Product: [N:23]1[CH:24]=[CH:25][CH:26]=[C:21]([CH2:20][CH2:19][CH2:18][CH2:17][CH2:16][CH2:15][CH2:14][CH2:13][CH2:12][CH2:11][CH2:10][CH2:9][OH:8])[CH:22]=1. The catalyst class is: 7.